Predict the product of the given reaction. From a dataset of Forward reaction prediction with 1.9M reactions from USPTO patents (1976-2016). (1) Given the reactants [C:1]([O:5][C:6](=[O:19])[NH:7][CH:8]1[CH2:11][N:10]([C:12]2[CH:17]=[CH:16][N:15]=[C:14](Cl)[N:13]=2)[CH2:9]1)([CH3:4])([CH3:3])[CH3:2].[CH2:20]([NH2:24])[CH2:21][CH2:22][CH3:23], predict the reaction product. The product is: [C:1]([O:5][C:6](=[O:19])[NH:7][CH:8]1[CH2:11][N:10]([C:12]2[CH:17]=[CH:16][N:15]=[C:14]([NH:24][CH2:20][CH2:21][CH2:22][CH3:23])[N:13]=2)[CH2:9]1)([CH3:4])([CH3:3])[CH3:2]. (2) The product is: [NH2:20][C:11]1[C:10]2[N:9]=[CH:8][N:7]([CH2:6][CH2:5][CH2:4][CH2:3][O:2][NH:1][C:28](=[O:30])[CH3:29])[C:19]=2[C:18]2[CH2:17][CH2:16][CH2:15][CH2:14][C:13]=2[N:12]=1. Given the reactants [NH2:1][O:2][CH2:3][CH2:4][CH2:5][CH2:6][N:7]1[C:19]2[C:18]3[CH2:17][CH2:16][CH2:15][CH2:14][C:13]=3[N:12]=[C:11]([NH2:20])[C:10]=2[N:9]=[CH:8]1.C(N(CC)CC)C.[C:28](Cl)(=[O:30])[CH3:29].O, predict the reaction product. (3) The product is: [CH3:29][S:26]([C:18]1[CH:17]=[C:16]([CH:21]=[C:20]([C:22]([F:24])([F:25])[F:23])[CH:19]=1)[C:15]([N:14]([CH3:31])[C:9]1[CH:10]=[N:11][CH:12]=[CH:13][C:8]=1[C:3]1[CH:4]=[CH:5][CH:6]=[CH:7][C:2]=1[O:1][CH:39]1[CH2:42][O:41][CH2:40]1)=[O:30])(=[O:28])=[O:27]. Given the reactants [OH:1][C:2]1[CH:7]=[CH:6][CH:5]=[CH:4][C:3]=1[C:8]1[CH:13]=[CH:12][N:11]=[CH:10][C:9]=1[N:14]([CH3:31])[C:15](=[O:30])[C:16]1[CH:21]=[C:20]([C:22]([F:25])([F:24])[F:23])[CH:19]=[C:18]([S:26]([CH3:29])(=[O:28])=[O:27])[CH:17]=1.C([O-])([O-])=O.[K+].[K+].I[CH:39]1[CH2:42][O:41][CH2:40]1.C([O-])(O)=O.[Na+], predict the reaction product. (4) Given the reactants [F:1][C:2]1[CH:3]=[CH:4][C:5]2[N:14]([CH3:15])[CH2:13][C:12]3[C:8]4[C:9](=[N:16][CH:17]=[CH:18][C:7]=4[C:6]=2[CH:19]=1)[NH:10][CH:11]=3.[H-].[Na+].[C:22]1([CH3:32])[CH:27]=[CH:26][C:25]([S:28](Cl)(=[O:30])=[O:29])=[CH:24][CH:23]=1.O, predict the reaction product. The product is: [F:1][C:2]1[CH:3]=[CH:4][C:5]2[N:14]([CH3:15])[CH2:13][C:12]3[C:8]4[C:9](=[N:16][CH:17]=[CH:18][C:7]=4[C:6]=2[CH:19]=1)[N:10]([S:28]([C:25]1[CH:26]=[CH:27][C:22]([CH3:32])=[CH:23][CH:24]=1)(=[O:30])=[O:29])[CH:11]=3. (5) Given the reactants [S:1]1[CH:5]=[CH:4][CH:3]=[C:2]1[N:6]1[CH2:11][CH2:10][CH:9]([C:12]([OH:14])=O)[CH2:8][CH2:7]1.BrC1SC=CC=1.[N:21]1[CH:26]=[CH:25][CH:24]=[C:23]([NH2:27])[N:22]=1, predict the reaction product. The product is: [N:21]1[CH:26]=[CH:25][CH:24]=[C:23]([NH:27][C:12]([CH:9]2[CH2:8][CH2:7][N:6]([C:2]3[S:1][CH:5]=[CH:4][CH:3]=3)[CH2:11][CH2:10]2)=[O:14])[N:22]=1.